Dataset: Catalyst prediction with 721,799 reactions and 888 catalyst types from USPTO. Task: Predict which catalyst facilitates the given reaction. (1) Reactant: B(Br)(Br)Br.C[O:6][C:7]1[CH:12]=[CH:11][C:10]([CH3:13])=[CH:9][C:8]=1[N:14]1[C:26]2[CH:25]=[CH:24][CH:23]=[CH:22][C:21]=2[C:20]2[C:15]1=[CH:16][CH:17]=[CH:18][CH:19]=2. Product: [CH:25]1[C:26]2[N:14]([C:8]3[CH:9]=[C:10]([CH3:13])[CH:11]=[CH:12][C:7]=3[OH:6])[C:15]3[C:20](=[CH:19][CH:18]=[CH:17][CH:16]=3)[C:21]=2[CH:22]=[CH:23][CH:24]=1. The catalyst class is: 4. (2) Reactant: [C:1]([O:5][C:6](=[O:18])[NH:7][C:8]1[CH:13]=[C:12]([C:14]#[N:15])[C:11](Br)=[CH:10][C:9]=1[Cl:17])([CH3:4])([CH3:3])[CH3:2].[NH2:19][CH:20]1[CH2:25][CH2:24][N:23]([C:26]([O:28][C:29]([CH3:32])([CH3:31])[CH3:30])=[O:27])[CH2:22][CH2:21]1.C1(P(C2C=CC=CC=2)C2C3OC4C(=CC=CC=4P(C4C=CC=CC=4)C4C=CC=CC=4)C(C)(C)C=3C=CC=2)C=CC=CC=1.C([O-])([O-])=O.[Cs+].[Cs+]. Product: [C:1]([O:5][C:6]([NH:7][C:8]1[C:9]([Cl:17])=[CH:10][C:11]([NH:19][CH:20]2[CH2:21][CH2:22][N:23]([C:26]([O:28][C:29]([CH3:32])([CH3:31])[CH3:30])=[O:27])[CH2:24][CH2:25]2)=[C:12]([C:14]#[N:15])[CH:13]=1)=[O:18])([CH3:4])([CH3:3])[CH3:2]. The catalyst class is: 110. (3) Reactant: [C:9](O[C:9]([O:11][C:12]([CH3:15])([CH3:14])[CH3:13])=[O:10])([O:11][C:12]([CH3:15])([CH3:14])[CH3:13])=[O:10].[Br:16][C:17]1[CH:18]=[CH:19][C:20]([F:43])=[C:21]([C@@:23]23[N:32]=[C:31]([NH:33][C:34](=[O:40])[O:35][C:36]([CH3:39])([CH3:38])[CH3:37])[S:30][CH2:29][C@@H:28]2[CH2:27][C@H:26]([CH2:41][F:42])[O:25][CH2:24]3)[CH:22]=1. Product: [C:36]([O:35][C:34]([N:33]([C:31]1[S:30][CH2:29][C@H:28]2[C@:23]([C:21]3[CH:22]=[C:17]([Br:16])[CH:18]=[CH:19][C:20]=3[F:43])([CH2:24][O:25][C@@H:26]([CH2:41][F:42])[CH2:27]2)[N:32]=1)[C:9]([O:11][C:12]([CH3:13])([CH3:14])[CH3:15])=[O:10])=[O:40])([CH3:39])([CH3:37])[CH3:38]. The catalyst class is: 251. (4) Reactant: C(=O)([O-])[O-].[Cs+].[Cs+].[F:7][C:8]1[CH:13]=[CH:12][C:11]([OH:14])=[CH:10][N:9]=1.CN(C)C=O.Br[CH2:21][CH2:22][O:23][CH:24]1[CH2:29][CH2:28][CH2:27][CH2:26][O:25]1. The catalyst class is: 25. Product: [F:7][C:8]1[CH:13]=[CH:12][C:11]([O:14][CH2:21][CH2:22][O:23][CH:24]2[CH2:29][CH2:28][CH2:27][CH2:26][O:25]2)=[CH:10][N:9]=1. (5) Reactant: CS(Cl)(=O)=O.[Cl:6][C:7]1[CH:12]=[CH:11][C:10]([C:13]2[CH:14]=[CH:15][C:16]([C:19]#[C:20][C:21]3[CH:22]=[CH:23][C:24]4[O:28][C:27]([CH2:29]O)=[CH:26][C:25]=4[CH:31]=3)=[N:17][CH:18]=2)=[CH:9][CH:8]=1.C(N(CC)CC)C.[CH3:39][CH:40]1[CH2:45][CH2:44][NH:43][CH2:42][CH2:41]1. Product: [Cl:6][C:7]1[CH:12]=[CH:11][C:10]([C:13]2[CH:14]=[CH:15][C:16]([C:19]#[C:20][C:21]3[CH:22]=[CH:23][C:24]4[O:28][C:27]([CH2:29][N:43]5[CH2:44][CH2:45][CH:40]([CH3:39])[CH2:41][CH2:42]5)=[CH:26][C:25]=4[CH:31]=3)=[N:17][CH:18]=2)=[CH:9][CH:8]=1. The catalyst class is: 34. (6) Product: [F:1][C@:2]1([CH2:9][OH:10])[CH2:7][C@H:6]2[O:8][C@@H:3]1[CH2:4][CH2:5]2. Reactant: [F:1][C:2]1([C:9](OC)=[O:10])[CH2:7][CH:6]2[O:8][CH:3]1[CH2:4][CH2:5]2.[H-].[H-].[H-].[H-].[Li+].[Al+3].C1COCC1. The catalyst class is: 1. (7) Reactant: [CH2:1]([CH:3]([O:6][C:7]1[CH:12]=[C:11]([CH3:13])[N:10]=[C:9]([O:14][C:15]2[C:20]([CH3:21])=[CH:19][C:18]([OH:22])=[CH:17][C:16]=2[CH3:23])[C:8]=1[CH3:24])[CH2:4][CH3:5])[CH3:2].[C:25]1(P(C2C=CC=CC=2)C2C=CC=CC=2)[CH:30]=CC=C[CH:26]=1.C(O)(C)C.N(C(OCC)=O)=NC(OCC)=O. Product: [CH2:1]([CH:3]([O:6][C:7]1[CH:12]=[C:11]([CH3:13])[N:10]=[C:9]([O:14][C:15]2[C:20]([CH3:21])=[CH:19][C:18]([O:22][CH:25]([CH3:30])[CH3:26])=[CH:17][C:16]=2[CH3:23])[C:8]=1[CH3:24])[CH2:4][CH3:5])[CH3:2]. The catalyst class is: 1.